From a dataset of Forward reaction prediction with 1.9M reactions from USPTO patents (1976-2016). Predict the product of the given reaction. Given the reactants [Na].[CH3:2][OH:3].[CH3:4][C:5]1[N:6]=[C:7]([C:23]2[CH:28]=[CH:27][C:26]([CH3:29])=[CH:25][CH:24]=2)[S:8][C:9]=1[CH2:10][O:11][C:12]1[CH:21]=[C:20]2[C:15]([CH:16]=[CH:17][C:18](=[O:22])[O:19]2)=[CH:14][CH:13]=1.Cl, predict the reaction product. The product is: [OH:3][C:2]1[CH:21]=[C:12]([O:11][CH2:10][C:9]2[S:8][C:7]([C:23]3[CH:24]=[CH:25][C:26]([CH3:29])=[CH:27][CH:28]=3)=[N:6][C:5]=2[CH3:4])[CH:13]=[CH:14][C:15]=1/[CH:16]=[CH:17]/[C:18]([O:19][CH3:20])=[O:22].